Dataset: Forward reaction prediction with 1.9M reactions from USPTO patents (1976-2016). Task: Predict the product of the given reaction. (1) Given the reactants [NH2:1][C@@H:2]([C:7]([OH:9])=[O:8])[CH2:3][CH2:4][S:5][CH3:6].N[C@@H](C(O)=O)[C@@H](CC)C.N[C@H](C(O)=O)CC(C)C.N[C@@H](C(O)=O)CC(C)C.N[C@H](C(O)=O)C(C)C.N[C@@H](C(O)=O)C(C)C, predict the reaction product. The product is: [NH2:1][C@H:2]([C:7]([OH:9])=[O:8])[CH2:3][CH2:4][S:5][CH3:6]. (2) The product is: [OH:9][C:10]1[CH:11]=[C:12]2[C:16](=[CH:17][CH:18]=1)[NH:15][C:14](=[O:19])[CH2:13]2. Given the reactants B(Br)(Br)Br.S(C)C.C[O:9][C:10]1[CH:11]=[C:12]2[C:16](=[CH:17][CH:18]=1)[NH:15][C:14](=[O:19])[CH2:13]2, predict the reaction product. (3) Given the reactants [CH2:1]([O:8][C:9]1[CH:16]=[CH:15][C:12]([C:13]#[N:14])=[CH:11][C:10]=1[CH2:17][NH2:18])[C:2]1[CH:7]=[CH:6][CH:5]=[CH:4][CH:3]=1.[C:19]([O:23][C:24]([NH:26][CH2:27][C:28]1[C:32]2[CH2:33][CH2:34][CH2:35][C:31]=2[N:30]([C:36]2[CH:44]=[CH:43][C:39]([C:40](O)=[O:41])=[CH:38][C:37]=2[C:45]([F:48])([F:47])[F:46])[N:29]=1)=[O:25])([CH3:22])([CH3:21])[CH3:20].F[B-](F)(F)F.N1(OC(N(C)C)=[N+](C)C)C2C=CC=CC=2N=N1.CN1CCOCC1, predict the reaction product. The product is: [C:13]([C:12]1[CH:15]=[CH:16][C:9]([O:8][CH2:1][C:2]2[CH:3]=[CH:4][CH:5]=[CH:6][CH:7]=2)=[C:10]([CH:11]=1)[CH2:17][NH:18][C:40](=[O:41])[C:39]1[CH:43]=[CH:44][C:36]([N:30]2[C:31]3[CH2:35][CH2:34][CH2:33][C:32]=3[C:28]([CH2:27][NH:26][C:24]([O:23][C:19]([CH3:22])([CH3:21])[CH3:20])=[O:25])=[N:29]2)=[C:37]([C:45]([F:48])([F:47])[F:46])[CH:38]=1)#[N:14]. (4) Given the reactants FC(F)(F)S(O[C:7]1[CH:8]=[C:9]([CH:13]2[CH2:16][C:15]3([CH2:21][CH2:20][N:19]([C:22](OC(C)(C)C)=[O:23])[CH2:18][CH2:17]3)[CH2:14]2)[CH:10]=[CH:11][CH:12]=1)(=O)=O.C(=O)([O-])[O-].[Na+].[Na+].[F:37][C:38]1[CH:39]=[C:40](B(O)O)[CH:41]=[CH:42][CH:43]=1.C1(OC(=O)[NH:55][C:56]2[O:60][N:59]=[C:58]([CH3:61])[C:57]=2[CH3:62])C=CC=CC=1.C(N(CC)CC)C, predict the reaction product. The product is: [CH3:61][C:58]1[C:57]([CH3:62])=[C:56]([NH:55][C:22]([N:19]2[CH2:20][CH2:21][C:15]3([CH2:16][CH:13]([C:9]4[CH:8]=[C:7]([C:42]5[CH:41]=[CH:40][CH:39]=[C:38]([F:37])[CH:43]=5)[CH:12]=[CH:11][CH:10]=4)[CH2:14]3)[CH2:17][CH2:18]2)=[O:23])[O:60][N:59]=1. (5) Given the reactants Br[CH2:2][C:3]#[N:4].C(N(C(C)C)C(C)C)C.[C:14]([O:18][C:19]([N:21]([CH3:33])[C@@H:22]([CH2:26][S:27][S:28][C:29]([CH3:32])([CH3:31])[CH3:30])[C:23]([OH:25])=[O:24])=[O:20])([CH3:17])([CH3:16])[CH3:15].[Cl-].[NH4+], predict the reaction product. The product is: [C:14]([O:18][C:19]([N:21]([CH3:33])[C@@H:22]([CH2:26][S:27][S:28][C:29]([CH3:32])([CH3:31])[CH3:30])[C:23]([O:25][CH2:2][C:3]#[N:4])=[O:24])=[O:20])([CH3:17])([CH3:16])[CH3:15]. (6) The product is: [N:11]1([C:14]2[CH:19]=[C:18]([CH:20]3[CH2:24][CH2:23][O:22][CH2:21]3)[N:17]=[C:16]([NH2:25])[N:15]=2)[CH2:12][CH2:13][NH:8][CH2:9][CH2:10]1. Given the reactants C(OC([N:8]1[CH2:13][CH2:12][N:11]([C:14]2[CH:19]=[C:18]([CH:20]3[CH2:24][CH2:23][O:22][CH2:21]3)[N:17]=[C:16]([NH2:25])[N:15]=2)[CH2:10][CH2:9]1)=O)(C)(C)C.Cl, predict the reaction product.